From a dataset of Reaction yield outcomes from USPTO patents with 853,638 reactions. Predict the reaction yield, written as a fraction of the theoretical maximum amount of product (1.0 means a 100% yield; for example, 0.34 means a 34% yield). (1) The yield is 0.560. The product is [CH3:15][O:16][C:17]([C:19]1[S:23][N:22]=[C:21]([O:14][CH2:13][C:3]2[C:4]([C:7]3[CH:12]=[CH:11][CH:10]=[CH:9][N:8]=3)=[N:5][O:6][C:2]=2[CH3:1])[CH:20]=1)=[O:18]. The catalyst is C1COCC1. The reactants are [CH3:1][C:2]1[O:6][N:5]=[C:4]([C:7]2[CH:12]=[CH:11][CH:10]=[CH:9][N:8]=2)[C:3]=1[CH2:13][OH:14].[CH3:15][O:16][C:17]([C:19]1[S:23][N:22]=[C:21](O)[CH:20]=1)=[O:18].C1(P(C2C=CC=CC=2)C2C=CC=CC=2)C=CC=CC=1.N(C(OCC)=O)=NC(OCC)=O. (2) The reactants are [CH3:1][O:2][C:3]1[CH:4]=[C:5]([C:13]2([CH2:18][NH2:19])[CH2:17][CH2:16][CH2:15][CH2:14]2)[CH:6]=[C:7]([O:11][CH3:12])[C:8]=1[O:9][CH3:10].[O:20]1[C:24]2[CH:25]=[CH:26][CH:27]=[CH:28][C:23]=2[CH:22]=[C:21]1[C:29](Cl)=[O:30].C(N(CC)CC)C. The catalyst is O1CCOCC1. The product is [CH3:12][O:11][C:7]1[CH:6]=[C:5]([C:13]2([CH2:18][NH:19][C:29]([C:21]3[O:20][C:24]4[CH:25]=[CH:26][CH:27]=[CH:28][C:23]=4[CH:22]=3)=[O:30])[CH2:14][CH2:15][CH2:16][CH2:17]2)[CH:4]=[C:3]([O:2][CH3:1])[C:8]=1[O:9][CH3:10]. The yield is 0.117. (3) The catalyst is CS(C)=O. The product is [F:20][C:21]([F:35])([F:34])[C:72]([OH:73])=[O:52].[CH3:1][C:2]1[C:11]2[C:6](=[CH:7][CH:8]=[CH:9][CH:10]=2)[N:5]=[C:4]([NH:12][C@@H:13]2[CH2:18][CH2:17][C@H:16]([NH:19][C:29](=[O:30])[CH2:28][O:27][C:26]3[CH:32]=[CH:33][C:23]([O:22][C:21]([F:34])([F:20])[F:35])=[CH:24][CH:25]=3)[CH2:15][CH2:14]2)[CH:3]=1. The reactants are [CH3:1][C:2]1[C:11]2[C:6](=[CH:7][CH:8]=[CH:9][CH:10]=2)[N:5]=[C:4]([NH:12][C@H:13]2[CH2:18][CH2:17][C@@H:16]([NH2:19])[CH2:15][CH2:14]2)[CH:3]=1.[F:20][C:21]([F:35])([F:34])[O:22][C:23]1[CH:33]=[CH:32][C:26]([O:27][CH2:28][C:29](O)=[O:30])=[CH:25][CH:24]=1.CCN(C(C)C)C(C)C.CN(C([O:52]N1N=NC2C=CC=NC1=2)=[N+](C)C)C.F[P-](F)(F)(F)(F)F.CN([CH:72]=[O:73])C. The yield is 0.380. (4) The reactants are Br[C:2]1[CH:7]=[CH:6][CH:5]=[CH:4][C:3]=1[S:8][CH2:9][CH2:10][O:11][CH:12]1[CH2:17][CH2:16][CH2:15][CH2:14][O:13]1.C(=O)([O-])O.[Na+].[CH:23]1([C:29]2[C:37]3[C:32](=[CH:33][C:34]([C:38]([O:40][CH3:41])=[O:39])=[CH:35][CH:36]=3)[NH:31][C:30]=2B2OC(C)(C)C(C)(C)O2)[CH2:28][CH2:27][CH2:26][CH2:25][CH2:24]1. The catalyst is COCCOC.O.C1C=CC([P]([Pd]([P](C2C=CC=CC=2)(C2C=CC=CC=2)C2C=CC=CC=2)([P](C2C=CC=CC=2)(C2C=CC=CC=2)C2C=CC=CC=2)[P](C2C=CC=CC=2)(C2C=CC=CC=2)C2C=CC=CC=2)(C2C=CC=CC=2)C2C=CC=CC=2)=CC=1. The product is [CH:23]1([C:29]2[C:37]3[C:32](=[CH:33][C:34]([C:38]([O:40][CH3:41])=[O:39])=[CH:35][CH:36]=3)[NH:31][C:30]=2[C:2]2[CH:7]=[CH:6][CH:5]=[CH:4][C:3]=2[S:8][CH2:9][CH2:10][O:11][CH:12]2[CH2:17][CH2:16][CH2:15][CH2:14][O:13]2)[CH2:24][CH2:25][CH2:26][CH2:27][CH2:28]1. The yield is 0.745. (5) The reactants are [O:1]=[C:2]1[CH2:10][C:9]2[C:4](=[CH:5][CH:6]=[C:7](/[CH:11]=[CH:12]/[C:13]([O:15]C(C)(C)C)=[O:14])[CH:8]=2)[NH:3]1.FC(F)(F)C(O)=O.C(Cl)[Cl:28]. No catalyst specified. The product is [ClH:28].[O:1]=[C:2]1[CH2:10][C:9]2[C:4](=[CH:5][CH:6]=[C:7](/[CH:11]=[CH:12]/[C:13]([OH:15])=[O:14])[CH:8]=2)[NH:3]1. The yield is 0.330. (6) The reactants are [CH3:1][O:2][C:3]1[CH:4]=[C:5]([OH:9])[CH:6]=[CH:7]C=1.S(Cl)(Cl)(=O)=O.O.[CH2:16]([Cl:18])Cl.[CH:19](Cl)(Cl)Cl. No catalyst specified. The product is [Cl:18][C:16]1[CH:7]=[CH:6][C:5]([OH:9])=[CH:4][C:3]=1[O:2][CH2:1][CH3:19]. The yield is 0.390. (7) The reactants are [CH:1]1([C:5]2[C:14](I)=[CH:13][C:8]([C:9]([O:11][CH3:12])=[O:10])=[C:7]([CH3:16])[CH:6]=2)[CH2:4][CH2:3][CH2:2]1.[CH3:17][Si:18]([C:21]#[CH:22])([CH3:20])[CH3:19]. The catalyst is C1COCC1.C(N(CC)CC)C.Cl[Pd](Cl)([P](C1C=CC=CC=1)(C1C=CC=CC=1)C1C=CC=CC=1)[P](C1C=CC=CC=1)(C1C=CC=CC=1)C1C=CC=CC=1.[Cu](I)I. The product is [CH:1]1([C:5]2[C:14]([C:22]#[C:21][Si:18]([CH3:20])([CH3:19])[CH3:17])=[CH:13][C:8]([C:9]([O:11][CH3:12])=[O:10])=[C:7]([CH3:16])[CH:6]=2)[CH2:4][CH2:3][CH2:2]1. The yield is 0.970. (8) The reactants are FC(F)(F)C1C=C(NC(=O)NC2C=CC(C3SC(CCC(OC)=O)=NC=3)=CC=2)C=CC=1.[NH2:32][C:33]1[CH:38]=[CH:37][C:36]([C:39]2[S:43][C:42]([CH:44]3[CH2:49][CH2:48][CH:47]([C:50]([O:52][CH3:53])=[O:51])[CH2:46][CH2:45]3)=[N:41][CH:40]=2)=[CH:35][CH:34]=1.[Cl:54][C:55]1[CH:60]=[C:59]([C:61]([F:64])([F:63])[F:62])[CH:58]=[CH:57][C:56]=1[N:65]=[C:66]=[O:67]. No catalyst specified. The product is [Cl:54][C:55]1[CH:60]=[C:59]([C:61]([F:64])([F:63])[F:62])[CH:58]=[CH:57][C:56]=1[NH:65][C:66](=[O:67])[NH:32][C:33]1[CH:34]=[CH:35][C:36]([C:39]2[S:43][C:42]([CH:44]3[CH2:45][CH2:46][CH:47]([C:50]([O:52][CH3:53])=[O:51])[CH2:48][CH2:49]3)=[N:41][CH:40]=2)=[CH:37][CH:38]=1. The yield is 0.590. (9) The reactants are [C:1]([C:3]1[CH:4]=[C:5]([C:13]2[O:17][N:16]=[C:15]([C:18]3[C:19]([CH3:35])=[C:20]4[C:25](=[CH:26][CH:27]=3)[CH2:24][N:23](C(OC(C)(C)C)=O)[CH2:22][CH2:21]4)[N:14]=2)[CH:6]=[CH:7][C:8]=1[O:9][CH:10]([CH3:12])[CH3:11])#[N:2].[ClH:36]. The catalyst is O1CCOCC1. The product is [ClH:36].[CH3:12][CH:10]([O:9][C:8]1[CH:7]=[CH:6][C:5]([C:13]2[O:17][N:16]=[C:15]([C:18]3[C:19]([CH3:35])=[C:20]4[C:25](=[CH:26][CH:27]=3)[CH2:24][NH:23][CH2:22][CH2:21]4)[N:14]=2)=[CH:4][C:3]=1[C:1]#[N:2])[CH3:11]. The yield is 0.980.